Dataset: Forward reaction prediction with 1.9M reactions from USPTO patents (1976-2016). Task: Predict the product of the given reaction. (1) The product is: [C:1]1([C:7]2[N:8]=[C:9]([CH2:12][N:14]([CH2:49][CH2:50][CH3:51])[C:15]3[CH:34]=[CH:33][C:18]([CH2:19][O:20][C:21]4[CH:26]=[CH:25][C:24]([CH2:27][CH2:28][C:29]([O:31][CH3:32])=[O:30])=[CH:23][CH:22]=4)=[CH:17][CH:16]=3)[S:10][CH:11]=2)[CH:2]=[CH:3][CH:4]=[CH:5][CH:6]=1. Given the reactants [C:1]1([C:7]2[N:8]=[C:9]([CH:12]=O)[S:10][CH:11]=2)[CH:6]=[CH:5][CH:4]=[CH:3][CH:2]=1.[NH2:14][C:15]1[CH:34]=[CH:33][C:18]([CH2:19][O:20][C:21]2[CH:26]=[CH:25][C:24]([CH2:27][CH2:28][C:29]([O:31][CH3:32])=[O:30])=[CH:23][CH:22]=2)=[CH:17][CH:16]=1.C(O[BH-](OC(=O)C)OC(=O)C)(=O)C.[Na+].[CH:49](=O)[CH2:50][CH3:51], predict the reaction product. (2) Given the reactants [OH:1][CH:2]1[CH2:7][CH2:6][CH:5]([NH:8][C:9]([C:11]2[C:15]([N+]([O-])=O)=[CH:14][NH:13][N:12]=2)=[O:10])[CH2:4][CH2:3]1.[O:19]1[CH:24]=[CH:23][CH2:22][CH2:21][CH2:20]1.O.C1(C)C=CC(S(O)(=O)=O)=CC=1.[O:37]1[CH:42]=[CH:41][CH:40]=[CH:39][CH2:38]1, predict the reaction product. The product is: [O:19]1[CH2:20][CH2:21][CH2:22][CH2:23][CH:24]1[O:1][CH:2]1[CH2:3][CH2:4][CH:5]([NH:8][C:9]([C:11]2[CH:15]=[CH:14][N:13]([CH:38]3[CH2:39][CH2:40][CH2:41][CH2:42][O:37]3)[N:12]=2)=[O:10])[CH2:6][CH2:7]1. (3) The product is: [NH2:21][C:18]1[N:1]=[C:2]2[N:3]([C:4]([O:10][CH3:11])=[N:5][CH:6]=[C:7]2[O:8][CH3:9])[N:17]=1. Given the reactants [NH2:1][C:2]1[C:7]([O:8][CH3:9])=[CH:6][N:5]=[C:4]([O:10][CH3:11])[N:3]=1.C(OC([N:17]=[C:18]=S)=O)C.O.[NH2:21]O, predict the reaction product. (4) Given the reactants C([O:8][N:9]1[C:15](=[O:16])[N:14]2[CH2:17][C@H:10]1[CH2:11][CH2:12][C@H:13]2[C:18]([NH:20][N:21]1[CH2:26][CH2:25][N:24]([C:27]([O:29][C:30]([CH3:33])([CH3:32])[CH3:31])=[O:28])[CH2:23][CH2:22]1)=[O:19])C1C=CC=CC=1.[H][H], predict the reaction product. The product is: [OH:8][N:9]1[C:15](=[O:16])[N:14]2[CH2:17][C@H:10]1[CH2:11][CH2:12][C@H:13]2[C:18]([NH:20][N:21]1[CH2:26][CH2:25][N:24]([C:27]([O:29][C:30]([CH3:33])([CH3:32])[CH3:31])=[O:28])[CH2:23][CH2:22]1)=[O:19]. (5) The product is: [OH:8][C:9]1[C:10]([C:18]2[CH:23]=[CH:22][C:21]([N:24]3[CH2:29][CH2:28][CH2:27][CH2:26][C:25]3=[O:30])=[CH:20][CH:19]=2)=[N:11][N:12]([CH3:17])[C:13]=1[C:14]1[NH:42][C:41]2[CH:40]=[CH:39][C:36]([C:37]#[N:38])=[CH:35][C:34]=2[N:33]=1. Given the reactants COC1C=CC(C[O:8][C:9]2[C:10]([C:18]3[CH:23]=[CH:22][C:21]([N:24]4[CH2:29][CH2:28][CH2:27][CH2:26][C:25]4=[O:30])=[CH:20][CH:19]=3)=[N:11][N:12]([CH3:17])[C:13]=2[C:14](O)=O)=CC=1.[NH2:33][C:34]1[CH:35]=[C:36]([CH:39]=[CH:40][C:41]=1[NH2:42])[C:37]#[N:38].CN(C(ON1N=NC2C=CC=NC1=2)=[N+](C)C)C.F[P-](F)(F)(F)(F)F.C(N(C(C)C)CC)(C)C, predict the reaction product.